This data is from Reaction yield outcomes from USPTO patents with 853,638 reactions. The task is: Predict the reaction yield, written as a fraction of the theoretical maximum amount of product (1.0 means a 100% yield; for example, 0.34 means a 34% yield). (1) The reactants are [BH4-].[Na+].C[O:4][C:5](=O)[C:6]([OH:15])([C:11]([F:14])([F:13])[F:12])[C:7]([F:10])([F:9])[F:8].CN1CC=C(C2SC=CC=2)CC1. The catalyst is O. The product is [F:8][C:7]([F:9])([F:10])[C:6]([C:11]([F:12])([F:14])[F:13])([OH:15])[CH2:5][OH:4]. The yield is 0.480. (2) The reactants are [Br:1][C:2]1[CH:3]=[C:4]([CH:7]=[C:8]([F:10])[CH:9]=1)[C:5]#[N:6].Cl. The catalyst is C1COCC1. The product is [Br:1][C:2]1[CH:3]=[C:4]([CH2:5][NH2:6])[CH:7]=[C:8]([F:10])[CH:9]=1. The yield is 0.535. (3) The product is [CH3:11][C:8]1[N:7]([CH2:12][C:13]2[CH:18]=[CH:17][CH:16]=[C:15]([C:19]([F:20])([F:22])[F:21])[C:14]=2[CH3:23])[C:6]2[CH:5]=[C:4]([N:24]3[CH2:25][CH2:26][O:27][CH2:28][CH2:29]3)[CH:3]=[C:2]([CH3:30])[C:10]=2[N:9]=1. The reactants are Br[C:2]1[C:10]2[N:9]=[C:8]([CH3:11])[N:7]([CH2:12][C:13]3[CH:18]=[CH:17][CH:16]=[C:15]([C:19]([F:22])([F:21])[F:20])[C:14]=3[CH3:23])[C:6]=2[CH:5]=[C:4]([N:24]2[CH2:29][CH2:28][O:27][CH2:26][CH2:25]2)[CH:3]=1.[CH3:30]B1OB(C)OB(C)O1.C(=O)([O-])[O-].[K+].[K+].O. The catalyst is O1CCOCC1.C1C=CC([P]([Pd]([P](C2C=CC=CC=2)(C2C=CC=CC=2)C2C=CC=CC=2)([P](C2C=CC=CC=2)(C2C=CC=CC=2)C2C=CC=CC=2)[P](C2C=CC=CC=2)(C2C=CC=CC=2)C2C=CC=CC=2)(C2C=CC=CC=2)C2C=CC=CC=2)=CC=1. The yield is 0.425. (4) No catalyst specified. The reactants are [NH:1]([C:3]1[CH:8]=[N:7][CH:6]=[CH:5][N:4]=1)[NH2:2].[F:9][C:10]([F:21])([F:20])[C:11](O[C:11](=O)[C:10]([F:21])([F:20])[F:9])=O. The yield is 0.500. The product is [F:9][C:10]([F:21])([F:20])[C:11]1[N:4]2[CH:5]=[CH:6][N:7]=[CH:8][C:3]2=[N:1][N:2]=1. (5) The reactants are [NH2:1][C:2]1[CH:6]=[CH:5][S:4][C:3]=1[C:7]([NH2:9])=[O:8].C(N(CC)CC)C.[CH3:17][CH:18]([CH3:27])[C:19](O[C:17](=O)[CH:18]([CH3:27])[CH3:19])=O.C([O-])(O)=O.[Na+].Cl. The catalyst is C1(C)C=CC=CC=1.[H-].C([Al+]CC(C)C)C(C)C. The product is [CH:18]([C:27]1[N:9]=[C:7]([OH:8])[C:3]2[S:4][CH:5]=[CH:6][C:2]=2[N:1]=1)([CH3:19])[CH3:17]. The yield is 0.880.